This data is from Forward reaction prediction with 1.9M reactions from USPTO patents (1976-2016). The task is: Predict the product of the given reaction. (1) The product is: [CH:1]([C:4]1[NH:5][C:6]2[C:11]([C:12]=1/[CH:13]=[CH:18]/[C:17]([C:20]1[CH:25]=[CH:24][N:23]=[CH:22][CH:21]=1)=[O:19])=[CH:10][C:9]([O:15][CH3:16])=[CH:8][CH:7]=2)([CH3:3])[CH3:2]. Given the reactants [CH:1]([C:4]1[NH:5][C:6]2[C:11]([C:12]=1[CH:13]=O)=[CH:10][C:9]([O:15][CH3:16])=[CH:8][CH:7]=2)([CH3:3])[CH3:2].[C:17]([C:20]1[CH:25]=[CH:24][N:23]=[CH:22][CH:21]=1)(=[O:19])[CH3:18].N1CCCCC1, predict the reaction product. (2) Given the reactants [C:1]([C:9]1[N:13]([CH3:14])[C:12]([CH2:15][C:16]([O:18]CC)=[O:17])=[CH:11][C:10]=1[CH3:21])(=[O:8])[C:2]1[CH:7]=[CH:6][CH:5]=[CH:4][CH:3]=1.C(I)CCCCC, predict the reaction product. The product is: [CH2:15]([C:12]1[N:13]([CH3:14])[C:9]([C:1](=[O:8])[C:2]2[CH:3]=[CH:4][CH:5]=[CH:6][CH:7]=2)=[C:10]([CH3:21])[CH:11]=1)[CH3:16].[CH2:12]([CH2:15][C:16]([O-:18])=[O:17])[CH2:11][CH2:10][CH2:9][CH2:1][CH3:2]. (3) Given the reactants [CH2:1]([O:4][C:5]1[CH:10]=[CH:9][C:8]([C:11]([C:21]2[CH:26]=[CH:25][C:24]([O:27][CH2:28][CH:29]=[CH2:30])=[CH:23][CH:22]=2)([CH3:20])[CH2:12][CH2:13][C:14](OCC=C)=[O:15])=[CH:7][CH:6]=1)[CH:2]=[CH2:3].O1CCCC1.[H-].COCCO[Al+]OCCOC.[Na+].[H-].Cl, predict the reaction product. The product is: [CH2:28]([O:27][C:24]1[CH:25]=[CH:26][C:21]([C:11]([C:8]2[CH:9]=[CH:10][C:5]([O:4][CH2:1][CH:2]=[CH2:3])=[CH:6][CH:7]=2)([CH3:20])[CH2:12][CH2:13][CH2:14][OH:15])=[CH:22][CH:23]=1)[CH:29]=[CH2:30]. (4) Given the reactants [CH3:1]C(C)([O-])C.[K+].[C:7]([O-:10])(=[O:9])[CH3:8].[C:11]([O:15][C:16](=[O:27])[NH:17][CH2:18][C:19]1[CH:24]=[CH:23][CH:22]=[C:21]([CH:25]=O)[CH:20]=1)([CH3:14])([CH3:13])[CH3:12], predict the reaction product. The product is: [CH3:1][O:9][C:7](=[O:10])[CH:8]=[CH:25][C:21]1[CH:22]=[CH:23][CH:24]=[C:19]([CH2:18][NH:17][C:16]([O:15][C:11]([CH3:14])([CH3:13])[CH3:12])=[O:27])[CH:20]=1.